This data is from Forward reaction prediction with 1.9M reactions from USPTO patents (1976-2016). The task is: Predict the product of the given reaction. (1) Given the reactants [CH3:1][O:2][C:3]([C:5]1[N:6]([CH2:23][C:24]2[CH:29]=[CH:28][C:27]([C:30]([OH:32])=[O:31])=[CH:26][CH:25]=2)[C:7](=[O:22])[C:8]2[C:13]([C:14]=1[C:15]1[CH:20]=[CH:19][CH:18]=[CH:17][CH:16]=1)=[CH:12][C:11]([Br:21])=[CH:10][CH:9]=2)=[O:4].[C:33](OC(=N)C(Cl)(Cl)Cl)([CH3:36])([CH3:35])[CH3:34].B(F)(F)F.CCOCC.C(=O)([O-])[O-].[K+].[K+], predict the reaction product. The product is: [CH3:1][O:2][C:3]([C:5]1[N:6]([CH2:23][C:24]2[CH:25]=[CH:26][C:27]([C:30]([O:32][C:33]([CH3:36])([CH3:35])[CH3:34])=[O:31])=[CH:28][CH:29]=2)[C:7](=[O:22])[C:8]2[C:13]([C:14]=1[C:15]1[CH:16]=[CH:17][CH:18]=[CH:19][CH:20]=1)=[CH:12][C:11]([Br:21])=[CH:10][CH:9]=2)=[O:4]. (2) Given the reactants [CH3:1][O:2][C:3](=[O:15])[C:4]1[CH:9]=[C:8]([S:10]([Cl:13])(=[O:12])=[O:11])[CH:7]=[C:6](Cl)[CH:5]=1.COC(=O)C1C=C([C:25]([F:28])([F:27])[F:26])C=C(N)C=1, predict the reaction product. The product is: [CH3:1][O:2][C:3](=[O:15])[C:4]1[CH:5]=[C:6]([C:25]([F:28])([F:27])[F:26])[CH:7]=[C:8]([S:10]([Cl:13])(=[O:12])=[O:11])[CH:9]=1. (3) Given the reactants [NH2:1][C:2]1[N:7]=[C:6](S(C)=O)[C:5]([C:11]2[CH:12]=[CH:13][C:14](=[O:20])[N:15]([CH:17]([CH3:19])[CH3:18])[N:16]=2)=[C:4]([C:21]2[CH:26]=[CH:25][CH:24]=[CH:23][CH:22]=2)[N:3]=1.[NH3:27], predict the reaction product. The product is: [NH2:1][C:2]1[N:7]=[C:6]([NH2:27])[C:5]([C:11]2[CH:12]=[CH:13][C:14](=[O:20])[N:15]([CH:17]([CH3:19])[CH3:18])[N:16]=2)=[C:4]([C:21]2[CH:26]=[CH:25][CH:24]=[CH:23][CH:22]=2)[N:3]=1.